This data is from Full USPTO retrosynthesis dataset with 1.9M reactions from patents (1976-2016). The task is: Predict the reactants needed to synthesize the given product. Given the product [NH:8]1[CH2:12][CH2:11][C@H:10]([NH:13][C:15]2[C:16]3[CH:17]=[CH:18][N:19]=[CH:20][C:21]=3[CH:22]=[CH:23][CH:24]=2)[CH2:9]1, predict the reactants needed to synthesize it. The reactants are: C(OC([N:8]1[CH2:12][CH2:11][C@H:10]([NH2:13])[CH2:9]1)=O)(C)(C)C.Br[C:15]1[CH:24]=[CH:23][CH:22]=[C:21]2[C:16]=1[CH:17]=[CH:18][N:19]=[CH:20]2.